From a dataset of Full USPTO retrosynthesis dataset with 1.9M reactions from patents (1976-2016). Predict the reactants needed to synthesize the given product. Given the product [Br:31][CH2:2][C:3]1[CH:4]=[C:5]([CH:9]=[O:10])[S:6][C:7]=1[CH3:8], predict the reactants needed to synthesize it. The reactants are: O[CH2:2][C:3]1[CH:4]=[C:5]([CH:9]=[O:10])[S:6][C:7]=1[CH3:8].C1C=CC(P(C2C=CC=CC=2)C2C=CC=CC=2)=CC=1.C(Br)(Br)(Br)[Br:31].